From a dataset of Catalyst prediction with 721,799 reactions and 888 catalyst types from USPTO. Predict which catalyst facilitates the given reaction. (1) Reactant: [N+:1]([C:4]1[C:13]2[CH2:12][CH2:11][CH2:10][CH2:9][C:8]=2[CH:7]=[CH:6][C:5]=1[NH:14]C(=O)C)([O-:3])=[O:2].N. The catalyst class is: 126. Product: [N+:1]([C:4]1[C:13]2[CH2:12][CH2:11][CH2:10][CH2:9][C:8]=2[CH:7]=[CH:6][C:5]=1[NH2:14])([O-:3])=[O:2]. (2) Reactant: [CH3:1][C:2]([S:9][CH2:10][CH2:11][C@H:12]1[CH2:16][CH2:15][O:14][CH2:13]1)([CH3:8])[C:3]([O:5]CC)=[O:4].O.[OH-].[Li+].CO. Product: [CH3:8][C:2]([S:9][CH2:10][CH2:11][C@H:12]1[CH2:16][CH2:15][O:14][CH2:13]1)([CH3:1])[C:3]([OH:5])=[O:4]. The catalyst class is: 38. (3) Reactant: [CH2:1]([O:3][C:4]([C:6]1[N:7]([CH2:12][CH3:13])[CH:8]=[C:9](I)[CH:10]=1)=[O:5])[CH3:2].CCN(CC)CC.[C:21]([C:23]1[CH:28]=[CH:27][CH:26]=[C:25]([O:29][CH3:30])[CH:24]=1)#[CH:22]. Product: [CH2:1]([O:3][C:4]([C:6]1[N:7]([CH2:12][CH3:13])[CH:8]=[C:9]([C:22]#[C:21][C:23]2[CH:28]=[CH:27][CH:26]=[C:25]([O:29][CH3:30])[CH:24]=2)[CH:10]=1)=[O:5])[CH3:2]. The catalyst class is: 10. (4) Reactant: I[C:2]1[CH:3]=[C:4]2[C:8](=[CH:9][CH:10]=1)[CH2:7][CH:6]([NH:11][S:12]([CH:15]([CH3:17])[CH3:16])(=[O:14])=[O:13])[CH2:5]2.C(=O)([O-])[O-].[Cs+].[Cs+].[OH2:24].[C:25]1(P([C:25]2[CH:30]=[CH:29][CH:28]=[CH:27][CH:26]=2)[C:25]2[CH:30]=[CH:29][CH:28]=[CH:27][CH:26]=2)[CH:30]=[CH:29][CH:28]=[CH:27][CH:26]=1. Product: [CH3:15][S:12]([NH:11][C:25]1[CH:30]=[CH:29][C:28]([C:2]2[CH:3]=[C:4]3[C:8](=[CH:9][CH:10]=2)[CH2:7][CH:6]([NH:11][S:12]([CH:15]([CH3:17])[CH3:16])(=[O:14])=[O:13])[CH2:5]3)=[CH:27][CH:26]=1)(=[O:13])=[O:24]. The catalyst class is: 160.